From a dataset of NCI-60 drug combinations with 297,098 pairs across 59 cell lines. Regression. Given two drug SMILES strings and cell line genomic features, predict the synergy score measuring deviation from expected non-interaction effect. Synergy scores: CSS=11.6, Synergy_ZIP=-2.58, Synergy_Bliss=-4.60, Synergy_Loewe=-2.46, Synergy_HSA=-1.12. Cell line: CCRF-CEM. Drug 1: CNC(=O)C1=CC=CC=C1SC2=CC3=C(C=C2)C(=NN3)C=CC4=CC=CC=N4. Drug 2: C1CC(=O)NC(=O)C1N2CC3=C(C2=O)C=CC=C3N.